This data is from Forward reaction prediction with 1.9M reactions from USPTO patents (1976-2016). The task is: Predict the product of the given reaction. (1) Given the reactants [CH3:1][O:2][C:3]1[CH:8]=[CH:7][C:6]([C:9]([C:12]2[CH:17]=[CH:16][C:15]([O:18][CH3:19])=[CH:14][CH:13]=2)=[CH:10][CH3:11])=[CH:5][CH:4]=1.[Br:20]Br, predict the reaction product. The product is: [CH3:19][O:18][C:15]1[CH:14]=[CH:13][C:12]([C:9]([C:6]2[CH:5]=[CH:4][C:3]([O:2][CH3:1])=[CH:8][CH:7]=2)=[C:10]([Br:20])[CH3:11])=[CH:17][CH:16]=1. (2) Given the reactants [Cl:1][C:2]1[C:3]2[CH:10]=[CH:9][S:8][C:4]=2[N:5]=[CH:6][N:7]=1.C(O)(C)C.[CH3:15][O:16][C:17]1[CH:23]=[CH:22][C:21]([O:24][CH3:25])=[CH:20][C:18]=1[NH2:19].Cl, predict the reaction product. The product is: [ClH:1].[CH3:15][O:16][C:17]1[CH:23]=[CH:22][C:21]([O:24][CH3:25])=[CH:20][C:18]=1[NH:19][C:2]1[C:3]2[CH:10]=[CH:9][S:8][C:4]=2[N:5]=[CH:6][N:7]=1. (3) Given the reactants N1C=CC=CC=1.[OH:7][N:8]=[C:9]([C:11]1[C:12](=[O:42])[N:13]([CH2:30][C:31]2[CH:36]=[CH:35][CH:34]=[C:33]([C:37]([F:40])([F:39])[F:38])[C:32]=2[CH3:41])[C:14](=[O:29])[N:15]([C:17]2[CH:22]=[CH:21][C:20]([N:23]3[CH2:27][CH2:26][NH:25][C:24]3=[O:28])=[CH:19][CH:18]=2)[CH:16]=1)[NH2:10].Cl[C:44](OCC(C)C)=[O:45], predict the reaction product. The product is: [CH3:41][C:32]1[C:33]([C:37]([F:40])([F:39])[F:38])=[CH:34][CH:35]=[CH:36][C:31]=1[CH2:30][N:13]1[C:12](=[O:42])[C:11]([C:9]2[NH:10][C:44](=[O:45])[O:7][N:8]=2)=[CH:16][N:15]([C:17]2[CH:18]=[CH:19][C:20]([N:23]3[CH2:27][CH2:26][NH:25][C:24]3=[O:28])=[CH:21][CH:22]=2)[C:14]1=[O:29]. (4) Given the reactants Br[CH2:2][C:3]([O:5]CC)=[O:4].[CH3:8][NH:9][NH2:10].[CH2:11]([N:18]=[C:19]=[O:20])[C:12]1[CH:17]=[CH:16][CH:15]=[CH:14][CH:13]=1, predict the reaction product. The product is: [CH2:11]([NH:18][C:19]([NH:10][N:9]([CH2:2][C:3]([OH:5])=[O:4])[CH3:8])=[O:20])[C:12]1[CH:17]=[CH:16][CH:15]=[CH:14][CH:13]=1. (5) Given the reactants [Cl:1][C:2]1[C:3]([Cl:11])=[N:4][CH:5]=[C:6]([CH:10]=1)[C:7](O)=O.[O:12]=[S:13]([Cl:15])[Cl:14].[NH3:16], predict the reaction product. The product is: [Cl:11][C:3]1[C:2]([Cl:1])=[CH:10][C:6]([C:7]#[N:16])=[CH:5][N:4]=1.[O:12]=[S:13]([Cl:15])[Cl:14]. (6) Given the reactants [Cl:1][C:2]1[CH:3]=[CH:4][C:5]([NH:11][CH3:12])=[C:6]([CH:10]=1)[C:7]([OH:9])=O.Cl.[NH2:14][CH2:15][C:16]1[CH:27]=[CH:26][C:25]([C:28]#[N:29])=[CH:24][C:17]=1[O:18][CH2:19][C:20]([NH:22][CH3:23])=[O:21], predict the reaction product. The product is: [Cl:1][C:2]1[CH:3]=[CH:4][C:5]([NH:11][CH3:12])=[C:6]([CH:10]=1)[C:7]([NH:14][CH2:15][C:16]1[CH:27]=[CH:26][C:25]([C:28]#[N:29])=[CH:24][C:17]=1[O:18][CH2:19][C:20](=[O:21])[NH:22][CH3:23])=[O:9]. (7) Given the reactants [CH3:1][C:2]1[N:7]=[CH:6][N:5]=[C:4]([N:8]2[CH2:12][CH:11]3[CH2:13][N:14](C(OC(C)(C)C)=O)[CH2:15][CH:10]3[CH2:9]2)[N:3]=1.C(O)(C(F)(F)F)=O, predict the reaction product. The product is: [CH3:1][C:2]1[N:7]=[CH:6][N:5]=[C:4]([N:8]2[CH2:9][CH:10]3[CH:11]([CH2:13][NH:14][CH2:15]3)[CH2:12]2)[N:3]=1.